This data is from Catalyst prediction with 721,799 reactions and 888 catalyst types from USPTO. The task is: Predict which catalyst facilitates the given reaction. The catalyst class is: 570. Product: [Cl:36][C:30]1[CH:31]=[C:32]([Cl:35])[CH:33]=[CH:34][C:29]=1[C:16]1[N:15]([C:12]2[CH:11]=[CH:10][C:9]([OH:8])=[CH:14][CH:13]=2)[C:19]([CH3:20])=[C:18]([C:21]([O:23][CH2:24][C:25]([Cl:28])([Cl:26])[Cl:27])=[O:22])[N:17]=1. Reactant: C([O:8][C:9]1[CH:14]=[CH:13][C:12]([N:15]2[C:19]([CH3:20])=[C:18]([C:21]([O:23][CH2:24][C:25]([Cl:28])([Cl:27])[Cl:26])=[O:22])[N:17]=[C:16]2[C:29]2[CH:34]=[CH:33][C:32]([Cl:35])=[CH:31][C:30]=2[Cl:36])=[CH:11][CH:10]=1)C1C=CC=CC=1.C(O)C.